Dataset: Reaction yield outcomes from USPTO patents with 853,638 reactions. Task: Predict the reaction yield, written as a fraction of the theoretical maximum amount of product (1.0 means a 100% yield; for example, 0.34 means a 34% yield). The reactants are [O:1]=[C:2]1[CH:8]([CH2:9][C:10]([OH:12])=[O:11])[CH2:7][C:6]2[CH:13]=[CH:14][C:15]([O:17][CH2:18][CH2:19][CH2:20][N:21]([C:29]3[CH:34]=[CH:33][CH:32]=[CH:31][N:30]=3)C(OC(C)(C)C)=O)=[CH:16][C:5]=2[CH2:4][N:3]1[CH2:35][C:36]1[CH:41]=[CH:40][C:39]([C:42]([F:45])([F:44])[F:43])=[CH:38][CH:37]=1.Cl. The catalyst is O1CCOCC1. The product is [O:1]=[C:2]1[CH:8]([CH2:9][C:10]([OH:12])=[O:11])[CH2:7][C:6]2[CH:13]=[CH:14][C:15]([O:17][CH2:18][CH2:19][CH2:20][NH:21][C:29]3[CH:34]=[CH:33][CH:32]=[CH:31][N:30]=3)=[CH:16][C:5]=2[CH2:4][N:3]1[CH2:35][C:36]1[CH:37]=[CH:38][C:39]([C:42]([F:45])([F:43])[F:44])=[CH:40][CH:41]=1. The yield is 0.820.